Dataset: Full USPTO retrosynthesis dataset with 1.9M reactions from patents (1976-2016). Task: Predict the reactants needed to synthesize the given product. Given the product [CH3:33][S:29][C:27](=[S:28])[NH:26][CH2:25][C@@H:23]1[O:22][C:21](=[O:31])[N:20]([C:17]2[CH:18]=[CH:19][C:14]([N:11]3[CH2:12][CH2:13][NH:8][CH2:9][CH2:10]3)=[C:15]([F:32])[CH:16]=2)[CH2:24]1, predict the reactants needed to synthesize it. The reactants are: C(OC([N:8]1[CH2:13][CH2:12][N:11]([C:14]2[CH:19]=[CH:18][C:17]([N:20]3[CH2:24][C@@H:23]([CH:25](C)[NH:26][C:27]([SH:29])=[S:28])[O:22][C:21]3=[O:31])=[CH:16][C:15]=2[F:32])[CH2:10][CH2:9]1)=O)(C)(C)C.[CH3:33]O.